From a dataset of Reaction yield outcomes from USPTO patents with 853,638 reactions. Predict the reaction yield, written as a fraction of the theoretical maximum amount of product (1.0 means a 100% yield; for example, 0.34 means a 34% yield). (1) The reactants are CO[CH:3](OC)[CH:4]([NH2:6])[CH3:5].[C:9](N1C=CN=C1)(N1C=CN=C1)=[S:10].C(N(CC)CC)C.[N:28]1([CH2:33][CH2:34][CH2:35][O:36][C:37]2[CH:42]=[CH:41][C:40]([C:43]3([CH2:49][NH2:50])[CH2:48][CH2:47][O:46][CH2:45][CH2:44]3)=[CH:39][CH:38]=2)[CH2:32][CH2:31][CH2:30][CH2:29]1.Cl. The catalyst is CN(C=O)C. The product is [CH3:3][C:4]1[N:6]=[C:9]([SH:10])[N:50]([CH2:49][C:43]2([C:40]3[CH:41]=[CH:42][C:37]([O:36][CH2:35][CH2:34][CH2:33][N:28]4[CH2:32][CH2:31][CH2:30][CH2:29]4)=[CH:38][CH:39]=3)[CH2:44][CH2:45][O:46][CH2:47][CH2:48]2)[CH:5]=1. The yield is 0.840. (2) The yield is 0.870. The product is [C:28]([OH:29])(=[O:34])[CH3:36].[NH2:27][C@H:25]([C:22]1([OH:24])[CH2:23][N:20]([C:18]([C:11]2[C:10]([NH:9][C:3]3[CH:4]=[CH:5][C:6]([I:8])=[CH:7][C:2]=3[F:1])=[CH:15][C:14](=[O:16])[N:13]([CH3:17])[N:12]=2)=[O:19])[CH2:21]1)[CH3:26]. The reactants are [F:1][C:2]1[CH:7]=[C:6]([I:8])[CH:5]=[CH:4][C:3]=1[NH:9][C:10]1[C:11]([C:18]([N:20]2[CH2:23][C:22]([C@@H:25]([NH:27][C:28](=[O:34])[O:29]C(C)(C)C)[CH3:26])([OH:24])[CH2:21]2)=[O:19])=[N:12][N:13]([CH3:17])[C:14](=[O:16])[CH:15]=1.Cl.[CH3:36]O. No catalyst specified. (3) The reactants are [CH:1]([C:4]1[CH:9]=[CH:8][C:7]([CH:10]2[C:14]3[C:15]([CH3:22])=[C:16]([NH2:21])[C:17]([CH3:20])=[C:18]([CH3:19])[C:13]=3[O:12][C:11]2([CH3:24])[CH3:23])=[CH:6][CH:5]=1)([CH3:3])[CH3:2].[CH3:25][O:26][C:27]1[CH:32]=[CH:31][C:30]([S:33](Cl)(=[O:35])=[O:34])=[CH:29][CH:28]=1.C(N(CC)CC)C. The catalyst is C(Cl)(Cl)Cl. The product is [CH:1]([C:4]1[CH:9]=[CH:8][C:7]([CH:10]2[C:14]3[C:15]([CH3:22])=[C:16]([NH:21][S:33]([C:30]4[CH:29]=[CH:28][C:27]([O:26][CH3:25])=[CH:32][CH:31]=4)(=[O:35])=[O:34])[C:17]([CH3:20])=[C:18]([CH3:19])[C:13]=3[O:12][C:11]2([CH3:24])[CH3:23])=[CH:6][CH:5]=1)([CH3:3])[CH3:2]. The yield is 0.340. (4) The reactants are [CH3:1]C([O-])(C)C.[K+].IC.[F:9][C:10]1[CH:15]=[C:14]([F:16])[CH:13]=[CH:12][C:11]=1[NH:17][C:18]1[CH:25]=[CH:24][C:21]([C:22]#[N:23])=[C:20]([S:26][CH3:27])[N:19]=1.O. The catalyst is CN(C)C=O. The product is [F:9][C:10]1[CH:15]=[C:14]([F:16])[CH:13]=[CH:12][C:11]=1[N:17]([CH3:1])[C:18]1[CH:25]=[CH:24][C:21]([C:22]#[N:23])=[C:20]([S:26][CH3:27])[N:19]=1. The yield is 0.900. (5) The reactants are [Br:1][C:2]1[CH:7]=[C:6]([F:8])[C:5]([F:9])=[CH:4][C:3]=1[OH:10].C(=O)([O-])[O-].[K+].[K+].Br[CH2:18][C:19]1[CH:24]=[CH:23][CH:22]=[CH:21][CH:20]=1. The catalyst is CC#N. The product is [CH2:18]([O:10][C:3]1[CH:4]=[C:5]([F:9])[C:6]([F:8])=[CH:7][C:2]=1[Br:1])[C:19]1[CH:24]=[CH:23][CH:22]=[CH:21][CH:20]=1. The yield is 0.840. (6) The yield is 0.670. The catalyst is C1COCC1. The reactants are [C:1]([O:5][C:6]([NH:8][CH:9]1[CH2:14][CH2:13][CH:12]([O:15][C:16]2[C:17]3[C:18]4[C@H:19]([CH2:29][C:30](OCC)=[O:31])[CH2:20][CH2:21][CH2:22][C:23]=4[S:24][C:25]=3[N:26]=[CH:27][N:28]=2)[CH2:11][CH2:10]1)=[O:7])([CH3:4])([CH3:3])[CH3:2].[H-].[H-].[H-].[H-].[Li+].[Al+3]. The product is [OH:31][CH2:30][CH2:29][C@H:19]1[C:18]2[C:17]3[C:16]([O:15][CH:12]4[CH2:13][CH2:14][CH:9]([NH:8][C:6](=[O:7])[O:5][C:1]([CH3:3])([CH3:2])[CH3:4])[CH2:10][CH2:11]4)=[N:28][CH:27]=[N:26][C:25]=3[S:24][C:23]=2[CH2:22][CH2:21][CH2:20]1. (7) The reactants are [C:1]([Si:5]([CH3:20])([CH3:19])[O:6][C@@H:7]1[CH2:12][CH2:11][C@H:10]([N:13]2[CH2:17][CH2:16][CH2:15][C:14]2=[O:18])[CH2:9][CH2:8]1)([CH3:4])([CH3:3])[CH3:2].Br[CH2:22][C:23]1[C:28]([Cl:29])=[CH:27][C:26]([O:30][CH3:31])=[CH:25][C:24]=1[Cl:32]. No catalyst specified. The product is [C:1]([Si:5]([CH3:20])([CH3:19])[O:6][CH:7]1[CH2:8][CH2:9][CH:10]([N:13]2[CH2:17][CH2:16][CH:15]([CH2:22][C:23]3[C:24]([Cl:32])=[CH:25][C:26]([O:30][CH3:31])=[CH:27][C:28]=3[Cl:29])[C:14]2=[O:18])[CH2:11][CH2:12]1)([CH3:4])([CH3:3])[CH3:2]. The yield is 0.490. (8) The reactants are [Cl:1][C:2]1[CH:7]=[CH:6][C:5]([Cl:8])=[CH:4][C:3]=1[C:9]1[C:13]([NH2:14])=[CH:12][N:11]([CH3:15])[N:10]=1.C(N(CC)CC)C.[Cl:23][C:24]1[CH:29]=[CH:28][N:27]2[N:30]=[CH:31][C:32]([C:33](Cl)=[O:34])=[C:26]2[N:25]=1. The catalyst is ClCCl. The product is [Cl:23][C:24]1[CH:29]=[CH:28][N:27]2[N:30]=[CH:31][C:32]([C:33]([NH:14][C:13]3[C:9]([C:3]4[CH:4]=[C:5]([Cl:8])[CH:6]=[CH:7][C:2]=4[Cl:1])=[N:10][N:11]([CH3:15])[CH:12]=3)=[O:34])=[C:26]2[N:25]=1. The yield is 0.520.